This data is from Catalyst prediction with 721,799 reactions and 888 catalyst types from USPTO. The task is: Predict which catalyst facilitates the given reaction. (1) Product: [C:21]([O:20][C:18]([N:15]1[CH2:16][CH2:17][N:12]([C:6]2[C:5]3[C:10](=[CH:11][C:2]([B:26]([OH:30])[OH:27])=[C:3]([Cl:25])[CH:4]=3)[N:9]=[CH:8][N:7]=2)[CH2:13][CH2:14]1)=[O:19])([CH3:24])([CH3:23])[CH3:22]. The catalyst class is: 75. Reactant: Br[C:2]1[CH:11]=[C:10]2[C:5]([C:6]([N:12]3[CH2:17][CH2:16][N:15]([C:18]([O:20][C:21]([CH3:24])([CH3:23])[CH3:22])=[O:19])[CH2:14][CH2:13]3)=[N:7][CH:8]=[N:9]2)=[CH:4][C:3]=1[Cl:25].[B:26]1(B2OC(C)(C)C(C)(C)O2)[O:30]C(C)(C)C(C)(C)[O:27]1.C([O-])(=O)C.[K+]. (2) Reactant: C(=O)([O-])[O-].[NH4+:5].[NH4+].[CH3:7][C@@H:8]1[S:13][C:12]2[S:14][C:15]([S:17](Cl)(=[O:19])=[O:18])=[CH:16][C:11]=2[C:10](=[O:21])[CH2:9]1.S(=O)(=O)(O)O. Product: [CH3:7][C@@H:8]1[S:13][C:12]2[S:14][C:15]([S:17]([NH2:5])(=[O:19])=[O:18])=[CH:16][C:11]=2[C:10](=[O:21])[CH2:9]1. The catalyst class is: 21. (3) Reactant: [Cl:1][C:2]1[C:3]([F:38])=[C:4]([C@@H:8]2[C@:12]([C:15]3[CH:20]=[CH:19][C:18]([Cl:21])=[CH:17][C:16]=3[F:22])([C:13]#[N:14])[C@H:11]([CH2:23][C:24]([CH3:27])([CH3:26])[CH3:25])[NH:10][C@H:9]2[C:28]([NH:30][C:31]2[CH:36]=[CH:35][C:34](I)=[CH:33][N:32]=2)=[O:29])[CH:5]=[CH:6][CH:7]=1.CN(C=O)C.C(=O)([O-])[O-].[K+].[K+]. Product: [N:32]1[CH:33]=[CH:34][CH:35]=[CH:36][C:31]=1[NH:30][C:28]([C@H:9]1[C@H:8]([C:4]2[CH:5]=[CH:6][CH:7]=[C:2]([Cl:1])[C:3]=2[F:38])[C@:12]([C:15]2[CH:20]=[CH:19][C:18]([Cl:21])=[CH:17][C:16]=2[F:22])([C:13]#[N:14])[C@H:11]([CH2:23][C:24]([CH3:27])([CH3:26])[CH3:25])[NH:10]1)=[O:29]. The catalyst class is: 713. (4) Reactant: [O:1]=[C:2]1[CH:6]=[C:5]([C@@H:7]2[CH2:12][CH2:11][N:10](C(OC)=O)[C@@H:9]([CH2:17][C:18]3[CH:23]=[CH:22][CH:21]=[C:20]([C:24]([F:27])([F:26])[F:25])[CH:19]=3)[CH2:8]2)[O:4][NH:3]1. Product: [F:26][C:24]([F:25])([F:27])[C:20]1[CH:19]=[C:18]([CH:23]=[CH:22][CH:21]=1)[CH2:17][C@H:9]1[CH2:8][C@H:7]([C:5]2[O:4][NH:3][C:2](=[O:1])[CH:6]=2)[CH2:12][CH2:11][NH:10]1. The catalyst class is: 201. (5) Reactant: [CH3:1][O:2][C:3]1[CH:12]=[C:11]2[C:6]([C:7]([NH:22][C:23]3[CH:24]=[C:25]4[C:29](=[CH:30][CH:31]=3)[N:28]([C:32]([O-:34])=[O:33])[N:27]=[CH:26]4)=[N:8][C:9]([C:13]3[CH:18]=[CH:17][CH:16]=[C:15]([N+:19]([O-])=O)[CH:14]=3)=[N:10]2)=[CH:5][C:4]=1[O:35][CH2:36][CH2:37][CH2:38][N:39]1[CH2:44][CH2:43][O:42][CH2:41][CH2:40]1. Product: [NH2:19][C:15]1[CH:14]=[C:13]([C:9]2[N:8]=[C:7]([NH:22][C:23]3[CH:24]=[C:25]4[C:29](=[CH:30][CH:31]=3)[N:28]([C:32]([O:34][C:6]([CH3:11])([CH3:7])[CH3:5])=[O:33])[N:27]=[CH:26]4)[C:6]3[C:11](=[CH:12][C:3]([O:2][CH3:1])=[C:4]([O:35][CH2:36][CH2:37][CH2:38][N:39]4[CH2:44][CH2:43][O:42][CH2:41][CH2:40]4)[CH:5]=3)[N:10]=2)[CH:18]=[CH:17][CH:16]=1.[N:28]1([C:32]([O-:34])=[O:33])[C:29]2[C:25](=[CH:24][CH:23]=[CH:31][CH:30]=2)[CH:26]=[N:27]1. The catalyst class is: 19. (6) Reactant: Br[C:2]1[CH:7]=[CH:6][C:5]([Br:8])=[CH:4][CH:3]=1.[Si]([O:16][CH2:17][C@@H:18](/[N:23]=[CH:24]/[C:25]([F:28])([F:27])[F:26])[CH2:19][CH:20]([CH3:22])[CH3:21])(C(C)(C)C)(C)C.[Cl-].[NH4+].[F-].C([NH3+])(C)(C)C. Product: [Br:8][C:5]1[CH:6]=[CH:7][C:2]([C@H:24]([NH:23][C@@H:18]([CH2:19][CH:20]([CH3:22])[CH3:21])[CH2:17][OH:16])[C:25]([F:27])([F:26])[F:28])=[CH:3][CH:4]=1. The catalyst class is: 299.